Dataset: Forward reaction prediction with 1.9M reactions from USPTO patents (1976-2016). Task: Predict the product of the given reaction. (1) Given the reactants [CH3:1][O:2][C:3]1[CH:11]=[CH:10][CH:9]=[C:8]2[C:4]=1[CH2:5][CH2:6][C:7]2=[O:12].FC(F)(F)C(O)=O.[N+:20]([O-])([O-:22])=[O:21].[K+], predict the reaction product. The product is: [CH3:1][O:2][C:3]1[C:11]([N+:20]([O-:22])=[O:21])=[CH:10][CH:9]=[C:8]2[C:4]=1[CH2:5][CH2:6][C:7]2=[O:12]. (2) Given the reactants [K+].[Br-].N1C2=[C:8]3N=NC=C[CH:10]=[C:9]3[CH:15]=CC2=NN=1.C[Si]([C:21]#[C:22][C:23]1[CH:24]=[CH:25][C:26]2[N:32]3[CH:33]=[N:34][C:35]([C:36]([O:38][CH2:39][CH3:40])=[O:37])=[C:31]3[CH2:30][N:29]=[C:28]([C:41]3[CH:46]=[CH:45][CH:44]=[CH:43][C:42]=3F)[C:27]=2[CH:48]=1)(C)C, predict the reaction product. The product is: [CH2:39]([O:38][C:36]([C:35]1[N:34]=[CH:33][N:32]2[C:26]3[CH:25]=[CH:24][C:23]([C:22]#[C:21][C:9]([CH3:15])([CH3:10])[CH3:8])=[CH:48][C:27]=3[C:28]([C:41]3[CH:42]=[CH:43][CH:44]=[CH:45][CH:46]=3)=[N:29][CH2:30][C:31]=12)=[O:37])[CH3:40].